The task is: Predict which catalyst facilitates the given reaction.. This data is from Catalyst prediction with 721,799 reactions and 888 catalyst types from USPTO. (1) Reactant: [C:1]([C:5]1[CH:10]=[CH:9][C:8]([NH:11][C:12]([NH:14][CH2:15][CH2:16][CH2:17][N:18]([CH2:22][C@@H:23]2[C@@H:30]3[C@@H:26]([O:27]C(C)(C)[O:29]3)[C@H:25]([N:33]3[C:37]4[N:38]=[CH:39][N:40]=[C:41]([NH:42]CC5C=CC(OC)=CC=5OC)[C:36]=4[CH:35]=[CH:34]3)[O:24]2)[CH:19]([CH3:21])[CH3:20])=[O:13])=[CH:7][CH:6]=1)([CH3:4])([CH3:3])[CH3:2]. Product: [NH2:42][C:41]1[C:36]2[CH:35]=[CH:34][N:33]([C@@H:25]3[O:24][C@H:23]([CH2:22][N:18]([CH:19]([CH3:20])[CH3:21])[CH2:17][CH2:16][CH2:15][NH:14][C:12]([NH:11][C:8]4[CH:7]=[CH:6][C:5]([C:1]([CH3:3])([CH3:2])[CH3:4])=[CH:10][CH:9]=4)=[O:13])[C@@H:30]([OH:29])[C@H:26]3[OH:27])[C:37]=2[N:38]=[CH:39][N:40]=1. The catalyst class is: 574. (2) Reactant: [OH:1][C:2]([C:35]1[CH:40]=[CH:39][CH:38]=[CH:37][CH:36]=1)([C:29]1[CH:34]=[CH:33][CH:32]=[CH:31][CH:30]=1)[CH:3]1[CH2:8][CH2:7][N:6]([CH2:9][CH2:10][CH2:11][C:12]([C:17]2[CH:22]=[CH:21][C:20]([C:23]([CH3:28])([CH3:27])[C:24]([OH:26])=[O:25])=[CH:19][CH:18]=2)(OC)[O:13]C)[CH2:5][CH2:4]1.Cl.[OH-].[Na+].[Na][BH3-].C(O)(=O)C. Product: [CH3:28][C:23]([C:24]([OH:26])=[O:25])([C:20]1[CH:21]=[CH:22][C:17]([CH:12]([OH:13])[CH2:11][CH2:10][CH2:9][N:6]2[CH2:5][CH2:4][CH:3]([C:2]([OH:1])([C:29]3[CH:30]=[CH:31][CH:32]=[CH:33][CH:34]=3)[C:35]3[CH:40]=[CH:39][CH:38]=[CH:37][CH:36]=3)[CH2:8][CH2:7]2)=[CH:18][CH:19]=1)[CH3:27]. The catalyst class is: 72. (3) Reactant: Br[C:2]1[C:11]2[N:10]=[CH:9][C:8](=[O:12])[NH:7][C:6]=2[N:5]=[C:4]([S:13][CH2:14][C:15]2[CH:20]=[CH:19][CH:18]=[C:17]([F:21])[C:16]=2[F:22])[N:3]=1.CCN(C(C)C)C(C)C.[NH2:32][C@@H:33]([CH2:35][OH:36])[CH3:34].Cl. Product: [F:22][C:16]1[C:17]([F:21])=[CH:18][CH:19]=[CH:20][C:15]=1[CH2:14][S:13][C:4]1[N:3]=[C:2]([NH:32][C@H:33]([CH3:34])[CH2:35][OH:36])[C:11]2[N:10]=[CH:9][C:8](=[O:12])[NH:7][C:6]=2[N:5]=1. The catalyst class is: 60. (4) Reactant: Br[C:2]1[CH:7]=[CH:6][C:5]([S:8]([NH:11][CH3:12])(=[O:10])=[O:9])=[CH:4][CH:3]=1.[B:13](OC(C)C)([O:18]C(C)C)[O:14]C(C)C.[Li]CCCC.Cl. Product: [CH3:12][NH:11][S:8]([C:5]1[CH:6]=[CH:7][C:2]([B:13]([OH:18])[OH:14])=[CH:3][CH:4]=1)(=[O:10])=[O:9]. The catalyst class is: 1. (5) Reactant: [Cl:1][C:2]1[CH:3]=[C:4]2[C:9](=[CH:10][CH:11]=1)[NH:8][CH:7]([C:12]1[CH:13]=[C:14]([CH:25]=[CH:26][CH:27]=1)[C:15]([O:17][CH2:18][C:19]1[CH:24]=[CH:23][CH:22]=[CH:21][CH:20]=1)=[O:16])[C:6]([CH3:29])([CH3:28])[CH:5]2O.C([SiH](CC)CC)C.FC(F)(F)C(O)=O. Product: [Cl:1][C:2]1[CH:3]=[C:4]2[C:9](=[CH:10][CH:11]=1)[NH:8][CH:7]([C:12]1[CH:13]=[C:14]([CH:25]=[CH:26][CH:27]=1)[C:15]([O:17][CH2:18][C:19]1[CH:20]=[CH:21][CH:22]=[CH:23][CH:24]=1)=[O:16])[C:6]([CH3:29])([CH3:28])[CH2:5]2. The catalyst class is: 4. (6) Reactant: [Br:1][C:2]1[CH:3]=[C:4]([N+]([O-])=O)[C:5]([C:8]#[N:9])=[N:6][CH:7]=1.CN(C=O)C.[CH3:18][O:19][C:20](=[O:23])[CH2:21][SH:22].[OH-].[K+]. Product: [NH2:9][C:8]1[C:5]2=[N:6][CH:7]=[C:2]([Br:1])[CH:3]=[C:4]2[S:22][C:21]=1[C:20]([O:19][CH3:18])=[O:23]. The catalyst class is: 6. (7) Reactant: Br[C:2]1[CH:11]=[C:10]2[C:5]([CH:6]=[C:7]([CH3:13])[CH:8]=[C:9]2[OH:12])=[CH:4][CH:3]=1. Product: [CH3:13][C:7]1[CH:8]=[C:9]([OH:12])[C:10]2[C:5]([CH:6]=1)=[CH:4][CH:3]=[CH:2][CH:11]=2. The catalyst class is: 256.